This data is from Reaction yield outcomes from USPTO patents with 853,638 reactions. The task is: Predict the reaction yield, written as a fraction of the theoretical maximum amount of product (1.0 means a 100% yield; for example, 0.34 means a 34% yield). The reactants are [N:1]([CH2:4][CH2:5][CH2:6][N:7]1[CH:11]=[C:10]([C:12]([O:14][CH2:15][CH3:16])=[O:13])[CH:9]=[C:8]1[C:17]([O:19]CC)=O)=[N+]=[N-].C(=O)([O-])[O-].[K+].[K+]. The catalyst is CCO.C(Cl)Cl.Cl.[Pd]. The product is [O:19]=[C:17]1[NH:1][CH2:4][CH2:5][CH2:6][N:7]2[CH:11]=[C:10]([C:12]([O:14][CH2:15][CH3:16])=[O:13])[CH:9]=[C:8]12. The yield is 0.660.